From a dataset of Full USPTO retrosynthesis dataset with 1.9M reactions from patents (1976-2016). Predict the reactants needed to synthesize the given product. (1) The reactants are: [CH2:1]([O:8][C:9]1[CH:14]=[CH:13][C:12]([OH:15])=[CH:11][CH:10]=1)[C:2]1[CH:7]=[CH:6][CH:5]=[CH:4][CH:3]=1.Br[CH:17]([CH2:23][CH3:24])[C:18]([O:20][CH2:21][CH3:22])=[O:19].C(=O)([O-])[O-].[Cs+].[Cs+]. Given the product [CH2:21]([O:20][C:18](=[O:19])[CH:17]([O:15][C:12]1[CH:11]=[CH:10][C:9]([O:8][CH2:1][C:2]2[CH:3]=[CH:4][CH:5]=[CH:6][CH:7]=2)=[CH:14][CH:13]=1)[CH2:23][CH3:24])[CH3:22], predict the reactants needed to synthesize it. (2) Given the product [Br:1][C:2]1[C:3]2[N:4]([N:23]=[CH:22][N:21]=2)[C:5]([N:8]2[CH2:13][CH2:12][NH:11][CH2:10][CH2:9]2)=[N:6][CH:7]=1, predict the reactants needed to synthesize it. The reactants are: [Br:1][C:2]1[C:3]([N:21]=[CH:22][NH:23]O)=[N:4][C:5]([N:8]2[CH2:13][CH2:12][N:11](C(OC(C)(C)C)=O)[CH2:10][CH2:9]2)=[N:6][CH:7]=1. (3) Given the product [Br-:23].[C:9]([C:8]([C:17]1[CH:22]=[CH:21][CH:20]=[CH:19][CH:18]=1)([C:11]1[CH:12]=[CH:13][CH:14]=[CH:15][CH:16]=1)[C:4]12[CH2:7][N+:1]([CH2:24][CH2:25][CH2:26][C:27]#[N:28])([CH2:6][CH2:5]1)[CH2:2][CH2:3]2)#[N:10], predict the reactants needed to synthesize it. The reactants are: [N:1]12[CH2:7][C:4]([C:8]([C:17]3[CH:22]=[CH:21][CH:20]=[CH:19][CH:18]=3)([C:11]3[CH:16]=[CH:15][CH:14]=[CH:13][CH:12]=3)[C:9]#[N:10])([CH2:5][CH2:6]1)[CH2:3][CH2:2]2.[Br:23][CH2:24][CH2:25][CH2:26][C:27]#[N:28]. (4) Given the product [F:20][C:5]1[C:6]([N:8]2[CH:13]3[CH2:14][CH2:15][CH:9]2[CH2:10][CH:11]([C:16]([F:19])([F:18])[F:17])[CH2:12]3)=[CH:7][C:2]([C:22]#[N:24])=[N:3][CH:4]=1, predict the reactants needed to synthesize it. The reactants are: Cl[C:2]1[CH:7]=[C:6]([N:8]2[CH:13]3[CH2:14][CH2:15][CH:9]2[CH2:10][CH:11]([C:16]([F:19])([F:18])[F:17])[CH2:12]3)[C:5]([F:20])=[CH:4][N:3]=1.C[C:22]([N:24](C)C)=O. (5) Given the product [OH:12][C:9]([CH3:11])([CH3:10])[CH2:8][N:6]1[CH:7]=[C:2]([B:14]2[O:18][C:17]([CH3:20])([CH3:19])[C:16]([CH3:22])([CH3:21])[O:15]2)[CH:3]=[CH:4][C:5]1=[O:13], predict the reactants needed to synthesize it. The reactants are: Br[C:2]1[CH:3]=[CH:4][C:5](=[O:13])[N:6]([CH2:8][C:9]([OH:12])([CH3:11])[CH3:10])[CH:7]=1.[B:14]1([B:14]2[O:18][C:17]([CH3:20])([CH3:19])[C:16]([CH3:22])([CH3:21])[O:15]2)[O:18][C:17]([CH3:20])([CH3:19])[C:16]([CH3:22])([CH3:21])[O:15]1.C([O-])(=O)C.[K+]. (6) Given the product [CH:14]1([N:4]2[CH2:5][CH2:6][N:1]([C:7]([O:9][C:10]([CH3:13])([CH3:12])[CH3:11])=[O:8])[CH2:2][CH2:3]2)[CH2:17][CH2:16][CH2:15]1, predict the reactants needed to synthesize it. The reactants are: [N:1]1([C:7]([O:9][C:10]([CH3:13])([CH3:12])[CH3:11])=[O:8])[CH2:6][CH2:5][NH:4][CH2:3][CH2:2]1.[C:14]1(=O)[CH2:17][CH2:16][CH2:15]1.[BH-](OC(C)=O)(OC(C)=O)OC(C)=O.[Na+].